Binary Classification. Given a T-cell receptor sequence (or CDR3 region) and an epitope sequence, predict whether binding occurs between them. From a dataset of TCR-epitope binding with 47,182 pairs between 192 epitopes and 23,139 TCRs. (1) The epitope is YVFCTVNAL. The TCR CDR3 sequence is CASSLGQGDFEQYF. Result: 0 (the TCR does not bind to the epitope). (2) The TCR CDR3 sequence is CASSLWTSLNEQFF. The epitope is KLWAQCVQL. Result: 1 (the TCR binds to the epitope). (3) The epitope is FVDGVPFVV. The TCR CDR3 sequence is CASKRDSYNEQFF. Result: 0 (the TCR does not bind to the epitope). (4) The epitope is KLVALGINAV. The TCR CDR3 sequence is CATSSGDLSSGANVLTF. Result: 1 (the TCR binds to the epitope).